From a dataset of Catalyst prediction with 721,799 reactions and 888 catalyst types from USPTO. Predict which catalyst facilitates the given reaction. (1) Reactant: Cl.[CH2:2]([O:4][C:5](=[O:9])[CH2:6][CH2:7][NH2:8])[CH3:3].Cl[C:11]1[C:16]([N+:17]([O-:19])=[O:18])=[CH:15][CH:14]=[CH:13][C:12]=1[N+:20]([O-:22])=[O:21].C(N(CC)CC)C.O1CCCC1. Product: [N+:17]([C:16]1[CH:15]=[CH:14][CH:13]=[C:12]([N+:20]([O-:22])=[O:21])[C:11]=1[NH:8][CH2:7][CH2:6][C:5]([O:4][CH2:2][CH3:3])=[O:9])([O-:19])=[O:18]. The catalyst class is: 13. (2) Reactant: [Br:1][C:2]1[CH:7]=[C:6]([C:8]([CH3:11])([CH3:10])[CH3:9])[N:5]=[C:4]([OH:12])[CH:3]=1.[H-].[Na+].[C:15]([CH2:19]OS(C1C=CC(C)=CC=1)(=O)=O)([F:18])([F:17])[F:16].O. Product: [Br:1][C:2]1[CH:3]=[C:4]([O:12][CH2:19][C:15]([F:18])([F:17])[F:16])[N:5]=[C:6]([C:8]([CH3:9])([CH3:11])[CH3:10])[CH:7]=1. The catalyst class is: 3.